Dataset: Catalyst prediction with 721,799 reactions and 888 catalyst types from USPTO. Task: Predict which catalyst facilitates the given reaction. (1) Reactant: [Si:1]([O:8][C@H:9]([CH3:37])[C@@H:10]([NH:26][C:27]1[CH:32]=[CH:31][C:30]([C:33]#[N:34])=[C:29]([Cl:35])[C:28]=1[CH3:36])[C:11]([NH:13][NH:14][C:15](=[O:25])[C:16]1[CH:21]=[CH:20][C:19]([N+:22]([O-:24])=[O:23])=[CH:18][CH:17]=1)=O)([C:4]([CH3:7])([CH3:6])[CH3:5])([CH3:3])[CH3:2].C1C=CC(P(C2C=CC=CC=2)C2C=CC=CC=2)=CC=1.II.CCN(CC)CC. Product: [Si:1]([O:8][C@H:9]([CH3:37])[C@@H:10]([NH:26][C:27]1[CH:32]=[CH:31][C:30]([C:33]#[N:34])=[C:29]([Cl:35])[C:28]=1[CH3:36])[C:11]1[O:25][C:15]([C:16]2[CH:17]=[CH:18][C:19]([N+:22]([O-:24])=[O:23])=[CH:20][CH:21]=2)=[N:14][N:13]=1)([C:4]([CH3:7])([CH3:5])[CH3:6])([CH3:3])[CH3:2]. The catalyst class is: 2. (2) Reactant: [C:1]([O:8][CH3:9])(=[O:7])/[CH:2]=[CH:3]/[C:4]([OH:6])=[O:5].[CH2:10]([NH:14][C:15](=[O:18])[CH2:16]Cl)[CH2:11][CH2:12][CH3:13]. Product: [C:4]([O:6][CH2:16][C:15](=[O:18])[NH:14][CH2:10][CH2:11][CH2:12][CH3:13])(=[O:5])/[CH:3]=[CH:2]/[C:1]([O:8][CH3:9])=[O:7]. The catalyst class is: 37. (3) Reactant: [O:1]1[CH2:6][CH2:5][O:4][CH2:3][CH:2]1[CH2:7][NH:8][C:9]1[CH:14]=[CH:13][C:12]([NH:15][C:16](=[O:19])[O:17][CH3:18])=[CH:11][C:10]=1[N+:20]([O-])=O. Product: [NH2:20][C:10]1[CH:11]=[C:12]([NH:15][C:16](=[O:19])[O:17][CH3:18])[CH:13]=[CH:14][C:9]=1[NH:8][CH2:7][CH:2]1[CH2:3][O:4][CH2:5][CH2:6][O:1]1. The catalyst class is: 99. (4) Reactant: Br[CH:2]([C:4]1[CH:9]=[CH:8][C:7]([F:10])=[CH:6][CH:5]=1)[CH3:3].C([O-])([O-])=O.[K+].[K+].[C:17]([O:21][C:22]([N:24]1[CH2:29][CH2:28][NH:27][CH2:26][CH2:25]1)=[O:23])([CH3:20])([CH3:19])[CH3:18].O. Product: [F:10][C:7]1[CH:8]=[CH:9][C:4]([CH:2]([N:27]2[CH2:26][CH2:25][N:24]([C:22]([O:21][C:17]([CH3:20])([CH3:19])[CH3:18])=[O:23])[CH2:29][CH2:28]2)[CH3:3])=[CH:5][CH:6]=1. The catalyst class is: 3. (5) Reactant: Br[C:2]1[N:7]=[C:6]([O:8][CH3:9])[C:5]([N+:10]([O-:12])=[O:11])=[CH:4][CH:3]=1.[C:13]([O:17][C:18](=[O:26])[N:19]([CH2:23][CH2:24][OH:25])[CH2:20][CH2:21][CH3:22])([CH3:16])([CH3:15])[CH3:14].C([O-])([O-])=O.[K+].[K+]. Product: [C:13]([O:17][C:18](=[O:26])[N:19]([CH2:23][CH2:24][O:25][C:2]1[CH:3]=[CH:4][C:5]([N+:10]([O-:12])=[O:11])=[C:6]([O:8][CH3:9])[N:7]=1)[CH2:20][CH2:21][CH3:22])([CH3:14])([CH3:15])[CH3:16]. The catalyst class is: 9. (6) Reactant: C1N=CN([C:6]([N:8]2C=NC=C2)=[O:7])C=1.[Br:13][CH2:14][CH2:15][OH:16].Cl.[CH3:18][O:19]N.N1C=CN=C1. Product: [CH3:18][O:19][NH:8][C:6](=[O:7])[O:16][CH2:15][CH2:14][Br:13]. The catalyst class is: 10.